From a dataset of Drug-target binding data from BindingDB using Ki measurements. Regression. Given a target protein amino acid sequence and a drug SMILES string, predict the binding affinity score between them. We predict pKi (pKi = -log10(Ki in M); higher means stronger inhibition). Dataset: bindingdb_ki. The compound is O=C(Nc1ccc(Cl)c(C(F)(F)F)c1)[C@H]1CC=C[C@H]2CCN(Cc3ccccc3)C(=O)[C@@H]12. The target protein sequence is MDSPIQIFRGEPGPTCAPSACLPPNSSAWFPGWAEPDSNGSAGSEDAQLEPAHISPAIPVIITAVYSVVFVVGLVGNSLVMFVIIRYTKMKTATNIYIFNLALADALVTTTMPFQSTVYLMNSWPFGDVLCKIVISIDYYNMFTSIFTLTMMSVDRYIAVCHPVKALDFRTPLKAKIINICIWLLSSSVGISAIVLGGTKVREDVDVIECSLQFPDDDYSWWDLFMKICVFIFAFVIPVLIIIVCYTLMILRLKSVRLLSGSREKDRNLRRITRLVLVVVAVFVVCWTPIHIFILVEALGSTSHSTAALSSYFFCIALGYTNSSLNPILYAFLDENFKRCFRDFCFPLKMRMERQSTSRVRNTVQDPAYLRDIDGMNKPV. The pKi is 6.3.